Dataset: NCI-60 drug combinations with 297,098 pairs across 59 cell lines. Task: Regression. Given two drug SMILES strings and cell line genomic features, predict the synergy score measuring deviation from expected non-interaction effect. (1) Drug 1: CCCCCOC(=O)NC1=NC(=O)N(C=C1F)C2C(C(C(O2)C)O)O. Drug 2: CC1=C(N=C(N=C1N)C(CC(=O)N)NCC(C(=O)N)N)C(=O)NC(C(C2=CN=CN2)OC3C(C(C(C(O3)CO)O)O)OC4C(C(C(C(O4)CO)O)OC(=O)N)O)C(=O)NC(C)C(C(C)C(=O)NC(C(C)O)C(=O)NCCC5=NC(=CS5)C6=NC(=CS6)C(=O)NCCC[S+](C)C)O. Cell line: TK-10. Synergy scores: CSS=8.50, Synergy_ZIP=-4.22, Synergy_Bliss=-2.46, Synergy_Loewe=-13.1, Synergy_HSA=-1.87. (2) Drug 1: C1=CC(=CC=C1CCC2=CNC3=C2C(=O)NC(=N3)N)C(=O)NC(CCC(=O)O)C(=O)O. Drug 2: C1=CC(=CC=C1C#N)C(C2=CC=C(C=C2)C#N)N3C=NC=N3. Cell line: COLO 205. Synergy scores: CSS=25.2, Synergy_ZIP=2.35, Synergy_Bliss=-0.969, Synergy_Loewe=-19.8, Synergy_HSA=-1.57. (3) Drug 1: C1CN1C2=NC(=NC(=N2)N3CC3)N4CC4. Drug 2: C1=C(C(=O)NC(=O)N1)N(CCCl)CCCl. Cell line: HCC-2998. Synergy scores: CSS=18.0, Synergy_ZIP=-11.1, Synergy_Bliss=-10.7, Synergy_Loewe=-13.3, Synergy_HSA=-7.48. (4) Drug 1: CC(CN1CC(=O)NC(=O)C1)N2CC(=O)NC(=O)C2. Synergy scores: CSS=21.9, Synergy_ZIP=-5.83, Synergy_Bliss=-2.57, Synergy_Loewe=-0.668, Synergy_HSA=-1.16. Cell line: LOX IMVI. Drug 2: CC12CCC3C(C1CCC2O)C(CC4=C3C=CC(=C4)O)CCCCCCCCCS(=O)CCCC(C(F)(F)F)(F)F.